Dataset: HIV replication inhibition screening data with 41,000+ compounds from the AIDS Antiviral Screen. Task: Binary Classification. Given a drug SMILES string, predict its activity (active/inactive) in a high-throughput screening assay against a specified biological target. (1) The molecule is CN1c2ccccc2N(C)P1(=S)c1ccccc1. The result is 0 (inactive). (2) The result is 0 (inactive). The compound is CC(=O)N(C)n1cn[n+](CC(=O)OC(C)(C)C)c1.[Br-].